Task: Predict the product of the given reaction.. Dataset: Forward reaction prediction with 1.9M reactions from USPTO patents (1976-2016) Given the reactants O1CCCC1.Cl.[C:7]12([C:17]3[CH:23]=[CH:22][C:20]([NH2:21])=[C:19]([CH3:24])[CH:18]=3)[CH2:16][CH:11]3[CH2:12][CH:13]([CH2:15][CH:9]([CH2:10]3)[CH2:8]1)[CH2:14]2.C(N(CC)CC)C.[Br:32][C:33]1[CH:41]=[CH:40][C:39]([N+:42]([O-:44])=[O:43])=[CH:38][C:34]=1[C:35](Cl)=[O:36], predict the reaction product. The product is: [C:7]12([C:17]3[CH:23]=[CH:22][C:20]([NH:21][C:35](=[O:36])[C:34]4[CH:38]=[C:39]([N+:42]([O-:44])=[O:43])[CH:40]=[CH:41][C:33]=4[Br:32])=[C:19]([CH3:24])[CH:18]=3)[CH2:14][CH:13]3[CH2:15][CH:9]([CH2:10][CH:11]([CH2:12]3)[CH2:16]1)[CH2:8]2.